From a dataset of Reaction yield outcomes from USPTO patents with 853,638 reactions. Predict the reaction yield, written as a fraction of the theoretical maximum amount of product (1.0 means a 100% yield; for example, 0.34 means a 34% yield). (1) The reactants are [Br:1][C:2]1[CH:7]=[C:6]([CH2:8]Br)[CH:5]=[C:4]([Br:10])[CH:3]=1.[C:11]1(=[O:21])[NH:15][C:14](=[O:16])[C:13]2=[CH:17][CH:18]=[CH:19][CH:20]=[C:12]12.[K]. The catalyst is CN(C=O)C. The product is [Br:1][C:2]1[CH:7]=[C:6]([CH:5]=[C:4]([Br:10])[CH:3]=1)[CH2:8][N:15]1[C:11](=[O:21])[C:12]2[C:13](=[CH:17][CH:18]=[CH:19][CH:20]=2)[C:14]1=[O:16]. The yield is 0.830. (2) The reactants are Cl.[I:2][C:3]1[CH:11]=[N:10][CH:9]=[CH:8][C:4]=1[C:5](O)=[O:6].ClC1C(CO)=CC(F)=C(Cl)N=1. No catalyst specified. The product is [I:2][C:3]1[CH:11]=[N:10][CH:9]=[CH:8][C:4]=1[CH2:5][OH:6]. The yield is 0.330. (3) The reactants are Cl[C:2]1[C:7]([C:8]#[N:9])=[C:6]([CH2:10][CH2:11][CH3:12])[CH:5]=[C:4](Cl)[N:3]=1.CCN(CC)CC. The catalyst is [Pd].CCO. The product is [CH2:10]([C:6]1[CH:5]=[CH:4][N:3]=[CH:2][C:7]=1[C:8]#[N:9])[CH2:11][CH3:12]. The yield is 0.0910.